The task is: Predict the reactants needed to synthesize the given product.. This data is from Full USPTO retrosynthesis dataset with 1.9M reactions from patents (1976-2016). (1) Given the product [C:1]([C:5]1[CH:10]=[C:9]([N+:16]([O-:18])=[O:17])[C:8]([OH:11])=[C:7]([C:12]([F:13])([F:14])[F:15])[CH:6]=1)([CH3:4])([CH3:2])[CH3:3], predict the reactants needed to synthesize it. The reactants are: [C:1]([C:5]1[CH:10]=[CH:9][C:8]([OH:11])=[C:7]([C:12]([F:15])([F:14])[F:13])[CH:6]=1)([CH3:4])([CH3:3])[CH3:2].[N+:16]([O-])([OH:18])=[O:17].OS(O)(=O)=O.O. (2) Given the product [C:21]1([CH:20]2[N:10]3[C:11]4[C:16]([C:17]5[C:5]([O:4][CH2:3][CH2:2][N:31]6[CH2:32][CH2:33][N:28]([CH3:27])[CH2:29][CH2:30]6)=[CH:6][CH:7]=[CH:8][C:9]=53)=[CH:15][CH:14]=[CH:13][C:12]=4[O:18][CH2:19]2)[CH:26]=[CH:25][CH:24]=[CH:23][CH:22]=1, predict the reactants needed to synthesize it. The reactants are: Cl[CH2:2][CH2:3][O:4][C:5]1[C:17]2[C:16]3[C:11]4=[C:12]([O:18][CH2:19][CH:20]([C:21]5[CH:26]=[CH:25][CH:24]=[CH:23][CH:22]=5)[N:10]4[C:9]=2[CH:8]=[CH:7][CH:6]=1)[CH:13]=[CH:14][CH:15]=3.[CH3:27][N:28]1[CH2:33][CH2:32][NH:31][CH2:30][CH2:29]1.[I-].[Na+].C(=O)([O-])[O-].[K+].[K+]. (3) Given the product [Cl:3][C:10]1[C:9]([N+:6]([O-:8])=[O:7])=[CH:14][N:13]=[C:12]2[CH:15]=[CH:16][S:17][C:11]=12, predict the reactants needed to synthesize it. The reactants are: O=P(Cl)(Cl)[Cl:3].[N+:6]([C:9]1[C:10](O)=[C:11]2[S:17][CH:16]=[CH:15][C:12]2=[N:13][CH:14]=1)([O-:8])=[O:7].